This data is from Peptide-MHC class I binding affinity with 185,985 pairs from IEDB/IMGT. The task is: Regression. Given a peptide amino acid sequence and an MHC pseudo amino acid sequence, predict their binding affinity value. This is MHC class I binding data. (1) The peptide sequence is WLVHKQWFL. The MHC is HLA-A02:17 with pseudo-sequence HLA-A02:17. The binding affinity (normalized) is 0.750. (2) The peptide sequence is FTNNEFTLS. The MHC is HLA-A02:02 with pseudo-sequence HLA-A02:02. The binding affinity (normalized) is 0.305. (3) The peptide sequence is FVLALYSPPL. The MHC is HLA-A02:03 with pseudo-sequence HLA-A02:03. The binding affinity (normalized) is 0.663. (4) The MHC is H-2-Db with pseudo-sequence H-2-Db. The binding affinity (normalized) is 0.471. The peptide sequence is EAIALLDTV. (5) The peptide sequence is LRNIYETEF. The MHC is HLA-B51:01 with pseudo-sequence HLA-B51:01. The binding affinity (normalized) is 0.0847. (6) The MHC is HLA-A26:01 with pseudo-sequence HLA-A26:01. The binding affinity (normalized) is 0.0847. The peptide sequence is WYETVKVNY. (7) The peptide sequence is EVCQATSQY. The MHC is HLA-B58:01 with pseudo-sequence HLA-B58:01. The binding affinity (normalized) is 0.213.